This data is from Full USPTO retrosynthesis dataset with 1.9M reactions from patents (1976-2016). The task is: Predict the reactants needed to synthesize the given product. (1) Given the product [CH2:23]([C@H:8]([NH:7][C:6](=[O:30])[C:42]1[CH:61]=[C:62]([N:64]2[CH2:68][CH2:67][CH2:66][C:65]2=[O:69])[CH:63]=[C:40]([O:39][CH:36]([CH3:38])[CH3:37])[CH:41]=1)[C@@H:9]([OH:22])[CH2:10][C@H:11]([C:13](=[O:21])[NH:14][CH2:15][CH:16]1[CH2:17][CH2:20]1)[CH3:12])[C:24]1[CH:25]=[CH:26][CH:27]=[CH:28][CH:29]=1, predict the reactants needed to synthesize it. The reactants are: C(O[C:6](=[O:30])[NH:7][C@@H:8]([CH2:23][C:24]1[CH:29]=[CH:28][CH:27]=[CH:26][CH:25]=1)[C@@H:9]([OH:22])[CH2:10][C@H:11]([C:13](=[O:21])[NH:14][CH2:15][CH2:16][C:17]([CH3:20])(C)C)[CH3:12])(C)(C)C.C1(CN)CC1.[CH:36]([O:39][C:40]1[CH:41]=[C:42]([CH:61]=[C:62]([N:64]2[CH2:68][CH2:67][CH2:66][C:65]2=[O:69])[CH:63]=1)C(N[C@H]([C@@H]1C[C@@H](C)C(=O)O1)CC1C=CC=CC=1)=O)([CH3:38])[CH3:37]. (2) Given the product [F:1][C:2]([F:29])([F:28])[C:3]1[CH:4]=[C:5]([C:13]([CH3:27])([CH3:26])[C:14]([N:16]([C:18]2[CH:19]=[N:20][C:21]([Cl:25])=[CH:22][C:23]=2[C:35]2[CH:34]=[CH:33][CH:32]=[CH:31][C:36]=2[CH:37]=[O:38])[CH3:17])=[O:15])[CH:6]=[C:7]([C:9]([F:12])([F:11])[F:10])[CH:8]=1, predict the reactants needed to synthesize it. The reactants are: [F:1][C:2]([F:29])([F:28])[C:3]1[CH:4]=[C:5]([C:13]([CH3:27])([CH3:26])[C:14]([N:16]([C:18]2[CH:19]=[N:20][C:21]([Cl:25])=[CH:22][C:23]=2I)[CH3:17])=[O:15])[CH:6]=[C:7]([C:9]([F:12])([F:11])[F:10])[CH:8]=1.B(O)(O)[C:31]1[C:36]([CH:37]=[O:38])=[CH:35][CH:34]=[CH:33][CH:32]=1.C(=O)([O-])[O-].[Na+].[Na+]. (3) Given the product [Cl:1][C:2]1[CH:3]=[C:4]2[C:10]([C:11]3[N:16]=[C:15]([NH:17][C@H:18]4[CH2:23][CH2:22][CH2:21][CH:20]([O:24][CH3:25])[CH2:19]4)[C:14]([F:26])=[CH:13][N:12]=3)=[CH:9][NH:8][C:5]2=[N:6][CH:7]=1, predict the reactants needed to synthesize it. The reactants are: [Cl:1][C:2]1[CH:3]=[C:4]2[C:10]([C:11]3[N:16]=[C:15]([NH:17][CH:18]4[CH2:23][CH2:22][CH2:21][CH:20]([O:24][CH3:25])[CH2:19]4)[C:14]([F:26])=[CH:13][N:12]=3)=[CH:9][N:8](S(C3C=CC(C)=CC=3)(=O)=O)[C:5]2=[N:6][CH:7]=1.ClC1C=C2C(C3N=C(N[C@H]4CCCC(OC)C4)C(F)=CN=3)=CN(S(C3C=CC(C)=CC=3)(=O)=O)C2=NC=1.C(OCC)(=O)C. (4) Given the product [NH:8]1[C:5]2=[N:6][CH:7]=[C:2]([CH:29]([C:25]3[CH:26]=[CH:27][C:18]([CH3:21])=[CH:23][CH:24]=3)[OH:30])[CH:3]=[C:4]2[CH2:10][CH2:9]1, predict the reactants needed to synthesize it. The reactants are: Br[C:2]1[CH:3]=[C:4]2[CH2:10][CH2:9][N:8]([Si](C(C)(C)C)(C)C)[C:5]2=[N:6][CH:7]=1.[C:18]([Li])([CH3:21])(C)C.[CH3:23][CH2:24][CH2:25][CH2:26][CH3:27].C[CH2:29][O:30]CC. (5) The reactants are: [CH2:1]([C:3]1[N:4]=[C:5]2[CH:10]=[CH:9][C:8]([CH:11]3[CH2:16][CH2:15][NH:14][CH2:13][CH2:12]3)=[CH:7][N:6]2[C:17]=1[NH:18][CH3:19])[CH3:2].[CH3:20][C:21]([O:24][C:25](O[C:25]([O:24][C:21]([CH3:23])([CH3:22])[CH3:20])=[O:26])=[O:26])([CH3:23])[CH3:22]. Given the product [C:21]([O:24][C:25]([N:14]1[CH2:15][CH2:16][CH:11]([C:8]2[CH:9]=[CH:10][C:5]3[N:6]([C:17]([NH:18][CH3:19])=[C:3]([CH2:1][CH3:2])[N:4]=3)[CH:7]=2)[CH2:12][CH2:13]1)=[O:26])([CH3:23])([CH3:22])[CH3:20], predict the reactants needed to synthesize it. (6) The reactants are: Br[CH2:2][C:3]([C:5]1[CH:10]=[CH:9][C:8]([F:11])=[CH:7][CH:6]=1)=[O:4].[S-:12][C:13]#[N:14].[Na+].O. Given the product [F:11][C:8]1[CH:9]=[CH:10][C:5]([C:3](=[O:4])[CH2:2][S:12][C:13]#[N:14])=[CH:6][CH:7]=1, predict the reactants needed to synthesize it. (7) Given the product [Br:13][C:14]1[N:19]=[C:18]([NH:20][C:5]([N:41]2[C@@H:42]3[CH2:46][N:45]([CH2:44][CH2:43]3)[C:39]3[CH:38]=[CH:37][C:36]([C:32]4[CH:33]=[CH:34][CH:35]=[C:30]([C:29]([F:28])([F:48])[F:49])[CH:31]=4)=[N:47][C:40]2=3)=[O:11])[CH:17]=[CH:16][CH:15]=1, predict the reactants needed to synthesize it. The reactants are: ClC(Cl)(O[C:5](=[O:11])OC(Cl)(Cl)Cl)Cl.[Br:13][C:14]1[N:19]=[C:18]([NH2:20])[CH:17]=[CH:16][CH:15]=1.C(N(CC)CC)C.[F:28][C:29]([F:49])([F:48])[C:30]1[CH:31]=[C:32]([C:36]2[CH:37]=[CH:38][C:39]3[N:45]4[CH2:46][C@H:42]([CH2:43][CH2:44]4)[NH:41][C:40]=3[N:47]=2)[CH:33]=[CH:34][CH:35]=1. (8) Given the product [C:1]([O:4][C@@H:7]1[O:15][C@H:14]([CH2:16][O:17][C:24](=[O:23])[CH3:25])[C@H:12]([O:13][C:14](=[O:15])[CH3:16])[C@H:10]([O:11][C:10](=[O:11])[CH3:12])[C@H:8]1[O:9][C:8](=[O:9])[CH3:7])(=[O:3])[CH3:2], predict the reactants needed to synthesize it. The reactants are: [C:1]([O-:4])(=[O:3])[CH3:2].[Na+].O=[CH:7][C@@H:8]([C@H:10]([C@H:12]([C@@H:14]([CH2:16][OH:17])[OH:15])[OH:13])[OH:11])[OH:9].C(Cl)Cl.CC[O:23][CH2:24][CH3:25].